Dataset: Forward reaction prediction with 1.9M reactions from USPTO patents (1976-2016). Task: Predict the product of the given reaction. (1) Given the reactants Br[C:2]1[C:10]2[C:9](=[O:11])[N:8]([CH2:12][CH2:13][C:14]3[CH:23]=[CH:22][C:21]4[C:16](=[CH:17][CH:18]=[CH:19][CH:20]=4)[N:15]=3)[N:7]=[CH:6][C:5]=2[S:4][CH:3]=1.[N:24]1[CH:29]=[CH:28][C:27](B(O)O)=[CH:26][CH:25]=1.C([O-])([O-])=O.[K+].[K+], predict the reaction product. The product is: [N:24]1[CH:29]=[CH:28][C:27]([C:2]2[C:10]3[C:9](=[O:11])[N:8]([CH2:12][CH2:13][C:14]4[CH:23]=[CH:22][C:21]5[C:16](=[CH:17][CH:18]=[CH:19][CH:20]=5)[N:15]=4)[N:7]=[CH:6][C:5]=3[S:4][CH:3]=2)=[CH:26][CH:25]=1. (2) Given the reactants [NH2:1][CH2:2][CH2:3][CH2:4][Si:5]([O:12][CH2:13][CH3:14])([O:9][CH2:10][CH3:11])[O:6][CH2:7][CH3:8].Cl[CH2:16][CH2:17][N:18]=[C:19]=[O:20].[S-2:21].[Na+].[Na+], predict the reaction product. The product is: [Si:5]([CH2:4][CH2:3][CH2:2][NH:1][C:19]([NH:18][CH2:17][CH2:16][S:21][CH2:16][CH2:17][NH:18][C:19]([NH:1][CH2:2][CH2:3][CH2:4][Si:5]([O:12][CH2:13][CH3:14])([O:6][CH2:7][CH3:8])[O:9][CH2:10][CH3:11])=[O:20])=[O:20])([O:12][CH2:13][CH3:14])([O:6][CH2:7][CH3:8])[O:9][CH2:10][CH3:11]. (3) The product is: [CH3:16][S:15][C:4]1[NH:3][CH2:2][C:7]2=[CH:8][C:9]3[C:14]([N:6]2[N:5]=1)=[CH:13][CH:12]=[CH:11][CH:10]=3. Given the reactants Cl[C:2]1[C:7]2=[CH:8][C:9]3[C:14]([N:6]2[N:5]=[C:4]([S:15][CH3:16])[N:3]=1)=[CH:13][CH:12]=[CH:11][CH:10]=3.[BH4-].[Na+], predict the reaction product. (4) Given the reactants C([S:4][CH2:5][CH2:6][CH2:7][CH:8]([C:20]([O:22]C)=[O:21])[O:9][C:10]1[CH:11]=[C:12]([CH:17]=[CH:18][CH:19]=1)[C:13]([O:15]C)=[O:14])(=O)C.[OH-].[Na+].Cl, predict the reaction product. The product is: [C:20]([CH:8]([O:9][C:10]1[CH:11]=[C:12]([CH:17]=[CH:18][CH:19]=1)[C:13]([OH:15])=[O:14])[CH2:7][CH2:6][CH2:5][SH:4])([OH:22])=[O:21]. (5) Given the reactants S(O[CH2:6][CH:7]1[CH2:12][CH2:11][N:10]([C:13]([O:15][C:16]([CH3:19])([CH3:18])[CH3:17])=[O:14])[CH2:9][CH2:8]1)(=O)(=O)C.[CH2:20]([C:22]1[NH:32][C:25]2=[N:26][C:27]([CH3:31])=[CH:28][C:29]([CH3:30])=[C:24]2[N:23]=1)[CH3:21].C(OC(N1CCC(CNC(OCCCl)=O)CC1)=O)(C)(C)C, predict the reaction product. The product is: [C:16]([O:15][C:13]([N:10]1[CH2:11][CH2:12][CH:7]([CH2:6][N:32]2[C:25]3=[N:26][C:27]([CH3:31])=[CH:28][C:29]([CH3:30])=[C:24]3[N:23]=[C:22]2[CH2:20][CH3:21])[CH2:8][CH2:9]1)=[O:14])([CH3:19])([CH3:18])[CH3:17].